This data is from HIV replication inhibition screening data with 41,000+ compounds from the AIDS Antiviral Screen. The task is: Binary Classification. Given a drug SMILES string, predict its activity (active/inactive) in a high-throughput screening assay against a specified biological target. (1) The compound is CC(=CC(=O)OCCCCCCCC(=O)NC1CCCNC1=O)CC1OCC(CC=CC(C)C(C)O)C(O)C1O. The result is 0 (inactive). (2) The molecule is CC1(C)NNC(SCc2ccccc2)=NC1=O. The result is 1 (active). (3) The molecule is O=C1Nc2ccc(Br)cc2C1=c1sc2nc3ccccc3n2c1=O. The result is 0 (inactive).